Dataset: Peptide-MHC class I binding affinity with 185,985 pairs from IEDB/IMGT. Task: Regression. Given a peptide amino acid sequence and an MHC pseudo amino acid sequence, predict their binding affinity value. This is MHC class I binding data. (1) The binding affinity (normalized) is 0.0847. The peptide sequence is EEMPLVWDL. The MHC is HLA-B15:01 with pseudo-sequence HLA-B15:01. (2) The peptide sequence is DTGCRIDGY. The MHC is HLA-A26:02 with pseudo-sequence HLA-A26:02. The binding affinity (normalized) is 0.547. (3) The peptide sequence is YQGSYGFRL. The MHC is HLA-A69:01 with pseudo-sequence HLA-A69:01. The binding affinity (normalized) is 0.0847. (4) The peptide sequence is FAFTECGAI. The MHC is Mamu-B17 with pseudo-sequence Mamu-B17. The binding affinity (normalized) is 0.666. (5) The peptide sequence is ASMDNTSPM. The MHC is HLA-B15:42 with pseudo-sequence HLA-B15:42. The binding affinity (normalized) is 0.213. (6) The peptide sequence is DMLKLFTHDI. The MHC is HLA-A02:01 with pseudo-sequence HLA-A02:01. The binding affinity (normalized) is 0.327.